Dataset: Forward reaction prediction with 1.9M reactions from USPTO patents (1976-2016). Task: Predict the product of the given reaction. (1) Given the reactants [CH3:1][O:2][C:3]1[N:4]=[CH:5][S:6][CH:7]=1.[CH2:8](O)[CH2:9][CH2:10][CH2:11][CH2:12][CH2:13][CH2:14][CH2:15][CH2:16][CH2:17][CH2:18]C.O.C1(C)C=CC(S(O)(=O)=O)=CC=1, predict the reaction product. The product is: [CH2:1]([O:2][C:3]1[N:4]=[CH:5][S:6][CH:7]=1)[CH2:18][CH2:17][CH2:16][CH2:15][CH2:14][CH2:13][CH2:12][CH2:11][CH2:10][CH2:9][CH3:8]. (2) Given the reactants Cl[C:2]1[C:11]2[C:6](=[CH:7][C:8]([F:13])=[CH:9][C:10]=2[F:12])[N:5]=[C:4]([CH2:14][C:15]2[CH:20]=[CH:19][CH:18]=[C:17]([F:21])[CH:16]=2)[C:3]=1[CH3:22].[CH3:23][C:24]1([CH3:39])[C:28]2=[N:29][CH:30]=[C:31]([N:33]3[CH2:38][CH2:37][O:36][CH2:35][CH2:34]3)[CH:32]=[C:27]2[NH:26][CH2:25]1.C1(P(C2CCCCC2)C2C=CC=CC=2C2C(C(C)C)=CC(C(C)C)=CC=2C(C)C)CCCCC1.CC(C)([O-])C.[Na+], predict the reaction product. The product is: [CH3:23][C:24]1([CH3:39])[C:28]2=[N:29][CH:30]=[C:31]([N:33]3[CH2:38][CH2:37][O:36][CH2:35][CH2:34]3)[CH:32]=[C:27]2[N:26]([C:2]2[C:11]3[C:6](=[CH:7][C:8]([F:13])=[CH:9][C:10]=3[F:12])[N:5]=[C:4]([CH2:14][C:15]3[CH:20]=[CH:19][CH:18]=[C:17]([F:21])[CH:16]=3)[C:3]=2[CH3:22])[CH2:25]1. (3) Given the reactants [I:1][CH3:2].[CH3:3][C:4]1[O:5][CH2:6][C:7]([CH3:10])([CH3:9])[N:8]=1.O, predict the reaction product. The product is: [I-:1].[CH3:3][C:4]1[O:5][CH2:6][C:7]([CH3:10])([CH3:9])[N+:8]=1[CH3:2]. (4) Given the reactants C(=O)([O-])[O-].[K+].[K+].S([O:12][CH3:13])(OC)(=O)=O.[CH2:14]([O:21][C:22]1[C:31]([CH:32]([CH3:34])[CH3:33])=[CH:30][C:25]([C:26]([O:28][CH3:29])=[O:27])=[C:24](O)[CH:23]=1)[C:15]1[CH:20]=[CH:19][CH:18]=[CH:17][CH:16]=1, predict the reaction product. The product is: [CH2:14]([O:21][C:22]1[C:31]([CH:32]([CH3:34])[CH3:33])=[CH:30][C:25]([C:26]([O:28][CH3:29])=[O:27])=[C:24]([O:12][CH3:13])[CH:23]=1)[C:15]1[CH:20]=[CH:19][CH:18]=[CH:17][CH:16]=1. (5) Given the reactants [OH:1][C:2]1[CH:7]=[CH:6][C:5]([C:8]2[C:9](=[O:23])[C:10]([CH3:22])([CH3:21])[O:11][C:12]=2[C:13]2[CH:18]=[CH:17][C:16]([O:19][CH3:20])=[CH:15][CH:14]=2)=[CH:4][CH:3]=1.C(=O)([O-])[O-].[Cs+].[Cs+].CN(C=O)C.[Cl:35][C:36]1[CH:37]=[CH:38][C:39]2[N:40]([CH:42]=[C:43]([CH2:45]Cl)[N:44]=2)[CH:41]=1, predict the reaction product. The product is: [Cl:35][C:36]1[CH:37]=[CH:38][C:39]2[N:40]([CH:42]=[C:43]([CH2:45][O:1][C:2]3[CH:3]=[CH:4][C:5]([C:8]4[C:9](=[O:23])[C:10]([CH3:21])([CH3:22])[O:11][C:12]=4[C:13]4[CH:18]=[CH:17][C:16]([O:19][CH3:20])=[CH:15][CH:14]=4)=[CH:6][CH:7]=3)[N:44]=2)[CH:41]=1. (6) Given the reactants [CH3:1][C:2]1[N:3]=[C:4]([NH:19][C:20](=[O:22])[CH3:21])[S:5][C:6]=1[C:7]1[CH:12]=[CH:11][N:10]=[C:9](N2CCOCC2)[N:8]=1.Cl.[C:24](N)(=N)C, predict the reaction product. The product is: [CH3:1][C:2]1[N:3]=[C:4]([NH:19][C:20](=[O:22])[CH3:21])[S:5][C:6]=1[C:7]1[CH:12]=[CH:11][N:10]=[C:9]([CH3:24])[N:8]=1. (7) Given the reactants [NH:1]1[C:9]2[C:4](=[CH:5][CH:6]=[CH:7][CH:8]=2)[C:3]2([C:21]3[C:12](=[CH:13][C:14]4[O:19][CH2:18][CH2:17][O:16][C:15]=4[CH:20]=3)[O:11][CH2:10]2)[C:2]1=[O:22].N1C2C(=CC=CC=2)[C@@]2(C3C(=CC4OCCOC=4C=3)OC2)C1=O.Cl[CH2:46][C:47]1[C:51]([CH3:52])=[N:50][O:49][N:48]=1.BrCCCCC, predict the reaction product. The product is: [CH3:52][C:51]1[C:47]([CH2:46][N:1]2[C:9]3[C:4](=[CH:5][CH:6]=[CH:7][CH:8]=3)[C:3]3([C:21]4[C:12](=[CH:13][C:14]5[O:19][CH2:18][CH2:17][O:16][C:15]=5[CH:20]=4)[O:11][CH2:10]3)[C:2]2=[O:22])=[N:48][O:49][N:50]=1. (8) Given the reactants Cl.[NH:2]1[CH2:7][CH2:6][CH:5]([C:8]2[CH:13]=[CH:12][C:11]([NH2:14])=[CH:10][CH:9]=2)[CH2:4][CH2:3]1.C(N(CC)CC)C.[C:22](O[C:22]([O:24][C:25]([CH3:28])([CH3:27])[CH3:26])=[O:23])([O:24][C:25]([CH3:28])([CH3:27])[CH3:26])=[O:23], predict the reaction product. The product is: [NH2:14][C:11]1[CH:10]=[CH:9][C:8]([CH:5]2[CH2:6][CH2:7][N:2]([C:22]([O:24][C:25]([CH3:28])([CH3:27])[CH3:26])=[O:23])[CH2:3][CH2:4]2)=[CH:13][CH:12]=1. (9) Given the reactants [CH3:1][S:2]([C:5]1[CH:10]=[CH:9][C:8](B(O)O)=[CH:7][CH:6]=1)(=[O:4])=[O:3].Br[C:15]1[N:20]=[CH:19][C:18]([O:21][CH2:22][CH:23]2[CH2:28][CH2:27][N:26]([C:29]([O:31][C:32]([CH3:35])([CH3:34])[CH3:33])=[O:30])[CH2:25][CH2:24]2)=[CH:17][CH:16]=1.COCCOC.C([O-])([O-])=O.[Na+].[Na+], predict the reaction product. The product is: [CH3:1][S:2]([C:5]1[CH:10]=[CH:9][C:8]([C:15]2[N:20]=[CH:19][C:18]([O:21][CH2:22][CH:23]3[CH2:24][CH2:25][N:26]([C:29]([O:31][C:32]([CH3:35])([CH3:34])[CH3:33])=[O:30])[CH2:27][CH2:28]3)=[CH:17][CH:16]=2)=[CH:7][CH:6]=1)(=[O:4])=[O:3]. (10) The product is: [CH3:1][O:2][C:3](=[O:12])[C:4]1[CH:9]=[C:8]([Cl:10])[CH:7]=[C:6]([N:11]=[CH:17][C:16]2[CH:19]=[CH:20][CH:21]=[C:14]([Br:13])[CH:15]=2)[CH:5]=1. Given the reactants [CH3:1][O:2][C:3](=[O:12])[C:4]1[CH:9]=[C:8]([Cl:10])[CH:7]=[C:6]([NH2:11])[CH:5]=1.[Br:13][C:14]1[CH:15]=[C:16]([CH:19]=[CH:20][CH:21]=1)[CH:17]=O, predict the reaction product.